This data is from Full USPTO retrosynthesis dataset with 1.9M reactions from patents (1976-2016). The task is: Predict the reactants needed to synthesize the given product. (1) Given the product [N+:10]([C:13]1[CH:14]=[CH:15][C:16]([S:19]([N:4]2[CH2:5][CH2:6][N:1]([CH2:7][CH2:8][OH:9])[CH2:2][CH2:3]2)(=[O:21])=[O:20])=[CH:17][CH:18]=1)([O-:12])=[O:11], predict the reactants needed to synthesize it. The reactants are: [N:1]1([CH2:7][CH2:8][OH:9])[CH2:6][CH2:5][NH:4][CH2:3][CH2:2]1.[N+:10]([C:13]1[CH:18]=[CH:17][C:16]([S:19](Cl)(=[O:21])=[O:20])=[CH:15][CH:14]=1)([O-:12])=[O:11].C(N(CC)CC)C. (2) Given the product [Cl:14][C:10]1[C:9]([CH3:15])=[C:8]([C:6]2[N:5]=[C:4]([NH2:16])[N:3]=[C:2]([NH:29][CH:27]([CH3:28])[CH2:26][C:19]3[C:20]4[C:25](=[CH:24][CH:23]=[CH:22][CH:21]=4)[NH:17][CH:18]=3)[CH:7]=2)[CH:13]=[CH:12][CH:11]=1, predict the reactants needed to synthesize it. The reactants are: Cl[C:2]1[CH:7]=[C:6]([C:8]2[CH:13]=[CH:12][CH:11]=[C:10]([Cl:14])[C:9]=2[CH3:15])[N:5]=[C:4]([NH2:16])[N:3]=1.[NH:17]1[C:25]2[C:20](=[CH:21][CH:22]=[CH:23][CH:24]=2)[C:19]([CH2:26][CH:27]([NH2:29])[CH3:28])=[CH:18]1. (3) Given the product [N+:8]([C:7]1[C:2]2[N:1]=[C:14]([C:13]([F:24])([F:23])[F:12])[O:11][C:3]=2[CH:4]=[CH:5][CH:6]=1)([O-:10])=[O:9], predict the reactants needed to synthesize it. The reactants are: [NH2:1][C:2]1[C:7]([N+:8]([O-:10])=[O:9])=[CH:6][CH:5]=[CH:4][C:3]=1[OH:11].[F:12][C:13]([F:24])([F:23])[C:14](O[C:14](=O)[C:13]([F:24])([F:23])[F:12])=O. (4) Given the product [CH3:22][S:23]([O:1][CH2:2][CH2:3][O:4][CH2:5][CH2:6][NH:7][C:8]([O:9][C:10]([CH3:11])([CH3:13])[CH3:12])=[O:14])(=[O:25])=[O:24], predict the reactants needed to synthesize it. The reactants are: [OH:1][CH2:2][CH2:3][O:4][CH2:5][CH2:6][NH:7][C:8](=[O:14])[O:9][C:10]([CH3:13])([CH3:12])[CH3:11].C(N(CC)CC)C.[CH3:22][S:23](Cl)(=[O:25])=[O:24].C(=O)(O)[O-].[Na+]. (5) Given the product [Br:10][C:9]1[CH:8]=[CH:7][C:6]([O:11][CH3:12])=[CH:5][C:4]=1[NH:1][C:26](=[O:30])[CH:27]([CH3:29])[CH3:28], predict the reactants needed to synthesize it. The reactants are: [N+:1]([C:4]1[CH:5]=[C:6]([O:11][CH3:12])[CH:7]=[CH:8][C:9]=1[Br:10])([O-])=O.Cl.C(=O)(O)[O-].[Na+].C(N(CC)CC)C.[C:26](Cl)(=[O:30])[CH:27]([CH3:29])[CH3:28]. (6) Given the product [F:48][C:43]1[CH:44]=[CH:45][CH:46]=[C:47]2[C:42]=1[N:41]=[CH:40][N:39]=[C:38]2[NH:37][C:33]1[C:32]([CH3:49])=[C:31]([C:10]2[C:9]3[C:8]4[C:16](=[CH:17][C:5]([C:2]([OH:1])([CH3:4])[CH3:3])=[CH:6][CH:7]=4)[NH:15][C:14]=3[C:13]([C:18]([NH2:20])=[O:19])=[CH:12][CH:11]=2)[CH:36]=[CH:35][CH:34]=1, predict the reactants needed to synthesize it. The reactants are: [OH:1][C:2]([C:5]1[CH:17]=[C:16]2[C:8]([C:9]3[C:10](B4OC(C)(C)C(C)(C)O4)=[CH:11][CH:12]=[C:13]([C:18]([NH2:20])=[O:19])[C:14]=3[NH:15]2)=[CH:7][CH:6]=1)([CH3:4])[CH3:3].Br[C:31]1[C:32]([CH3:49])=[C:33]([NH:37][C:38]2[C:47]3[C:42](=[C:43]([F:48])[CH:44]=[CH:45][CH:46]=3)[N:41]=[CH:40][N:39]=2)[CH:34]=[CH:35][CH:36]=1.C(=O)([O-])[O-].[Na+].[Na+]. (7) The reactants are: [C:1]([Si:5]([CH3:23])([CH3:22])[O:6][CH:7]([C:13]1[CH:14]=[CH:15][C:16]2[N:17]([N:19]=[CH:20][N:21]=2)[CH:18]=1)[CH:8]([N+:10]([O-])=O)[CH3:9])([CH3:4])([CH3:3])[CH3:2].CO.C([O-])=O.[NH4+]. Given the product [N:21]1[CH:20]=[N:19][N:17]2[CH:18]=[C:13]([CH:7]([O:6][Si:5]([C:1]([CH3:2])([CH3:4])[CH3:3])([CH3:23])[CH3:22])[CH:8]([NH2:10])[CH3:9])[CH:14]=[CH:15][C:16]=12, predict the reactants needed to synthesize it. (8) Given the product [CH:39]1([C:2]2[CH:3]=[CH:4][C:5]3[NH:10][C:9](=[O:19])[CH2:8][N:7]([C:20]([NH:22][CH:23]([C:27]4[CH:32]=[CH:31][C:30]([O:33][C:34]([F:36])([F:37])[F:35])=[CH:29][CH:28]=4)[CH2:24][O:25][CH3:26])=[O:21])[C:6]=3[N:38]=2)[CH2:41][CH2:40]1, predict the reactants needed to synthesize it. The reactants are: Cl[C:2]1[CH:3]=[CH:4][C:5]2[N:10](COCC[Si](C)(C)C)[C:9](=[O:19])[CH2:8][N:7]([C:20]([NH:22][CH:23]([C:27]3[CH:32]=[CH:31][C:30]([O:33][C:34]([F:37])([F:36])[F:35])=[CH:29][CH:28]=3)[CH2:24][O:25][CH3:26])=[O:21])[C:6]=2[N:38]=1.[CH:39]1(B(O)O)[CH2:41][CH2:40]1.C(=O)([O-])[O-].[Cs+].[Cs+].C1(P(C2CCCCC2)C2CCCCC2)CCCCC1.